From a dataset of Reaction yield outcomes from USPTO patents with 853,638 reactions. Predict the reaction yield, written as a fraction of the theoretical maximum amount of product (1.0 means a 100% yield; for example, 0.34 means a 34% yield). (1) The reactants are [Cl:1][C:2]1[C:3]([N:30]([CH3:32])[CH3:31])=[CH:4][C:5]2[O:10][CH:9]([C:11]([N:13]3[CH2:18][CH2:17][C:16]([CH2:21][C:22]4[CH:27]=[CH:26][C:25]([F:28])=[CH:24][CH:23]=4)([C:19]#[N:20])[CH2:15][CH2:14]3)=[O:12])[CH2:8][NH:7][C:6]=2[CH:29]=1.C([O-])([O-])=O.[K+].[K+].[N:39]#[C:40]Br. The catalyst is CN(C=O)C.O. The product is [Cl:1][C:2]1[C:3]([N:30]([CH3:31])[CH3:32])=[CH:4][C:5]2[O:10][CH:9]([C:11]([N:13]3[CH2:14][CH2:15][C:16]([C:19]#[N:20])([CH2:21][C:22]4[CH:23]=[CH:24][C:25]([F:28])=[CH:26][CH:27]=4)[CH2:17][CH2:18]3)=[O:12])[CH2:8][N:7]([C:40]#[N:39])[C:6]=2[CH:29]=1. The yield is 0.480. (2) The product is [CH:10]1[C:11]2[C:20]3[CH2:19][CH2:18][CH:17]([NH:21][C:22](=[O:29])[C:23]4[CH:28]=[CH:27][CH:26]=[CH:25][CH:24]=4)[CH2:16][C:15]=3[CH:14]=[N:13][C:12]=2[NH:8][N:9]=1. The reactants are COC1C=CC(C[N:8]2[C:12]3[N:13]=[CH:14][C:15]4[CH2:16][CH:17]([NH:21][C:22](=[O:29])[C:23]5[CH:28]=[CH:27][CH:26]=[CH:25][CH:24]=5)[CH2:18][CH2:19][C:20]=4[C:11]=3[CH:10]=[N:9]2)=CC=1.FC(F)(F)C(O)=O. The catalyst is C1(C)C=CC=CC=1. The yield is 0.250. (3) The reactants are Br[CH2:2][CH2:3][CH2:4][OH:5].[Cl:6][C:7]1[CH:12]=[C:11]([O:13][CH2:14][CH:15]=[C:16]([Cl:18])[Cl:17])[CH:10]=[C:9]([Cl:19])[C:8]=1[OH:20].[OH-].[Na+].S(=O)(=O)(O)O. The catalyst is [Br-].C([N+](CCCC)(CCCC)CCCC)CCC.O.C1(C)C=CC=CC=1. The product is [Cl:6][C:7]1[CH:12]=[C:11]([O:13][CH2:14][CH:15]=[C:16]([Cl:18])[Cl:17])[CH:10]=[C:9]([Cl:19])[C:8]=1[O:20][CH2:2][CH2:3][CH2:4][OH:5]. The yield is 0.860. (4) The reactants are [O:1]=[C:2]1[CH2:5][CH:4]([C:6]([OH:8])=[O:7])[CH2:3]1.C([O-])(O)=O.[Na+].[CH3:14][O:15][C:16]1[CH:23]=[CH:22][C:19]([CH2:20]Cl)=[CH:18][CH:17]=1. The catalyst is C(Cl)Cl.[Br-].C([N+](CCCC)(CCCC)CCCC)CCC.O. The product is [O:1]=[C:2]1[CH2:5][CH:4]([C:6]([O:8][CH2:20][C:19]2[CH:22]=[CH:23][C:16]([O:15][CH3:14])=[CH:17][CH:18]=2)=[O:7])[CH2:3]1. The yield is 0.370. (5) The product is [I:41][CH2:2][C@@H:3]([CH3:16])[CH2:4][N:5]1[C:14]2[C:9](=[CH:10][CH:11]=[CH:12][CH:13]=2)[CH2:8][CH2:7][C:6]1=[O:15]. The catalyst is C(Cl)Cl. The reactants are O[CH2:2][C@@H:3]([CH3:16])[CH2:4][N:5]1[C:14]2[C:9](=[CH:10][CH:11]=[CH:12][CH:13]=2)[CH2:8][CH2:7][C:6]1=[O:15].C1C=CC(P(C2C=CC=CC=2)C2C=CC=CC=2)=CC=1.N1C=CN=C1.[I:41]I. The yield is 0.930.